From a dataset of Full USPTO retrosynthesis dataset with 1.9M reactions from patents (1976-2016). Predict the reactants needed to synthesize the given product. (1) Given the product [CH3:24][N:25]1[CH:29]=[CH:28][CH:27]=[C:26]1[CH:30]=[C:15]1[CH2:14][CH2:13][CH2:12][C:11]2[CH:18]=[C:7]([N:6]3[CH2:5][C@H:4]([CH2:19][NH:20][C:21](=[O:23])[CH3:22])[O:3][C:2]3=[O:1])[CH:8]=[CH:9][C:10]=2[C:16]1=[O:17], predict the reactants needed to synthesize it. The reactants are: [O:1]=[C:2]1[N:6]([C:7]2[CH:8]=[CH:9][C:10]3[C:16](=[O:17])[CH2:15][CH2:14][CH2:13][CH2:12][C:11]=3[CH:18]=2)[CH2:5][C@H:4]([CH2:19][NH:20][C:21](=[O:23])[CH3:22])[O:3]1.[CH3:24][N:25]1[CH:29]=[CH:28][CH:27]=[C:26]1[CH:30]=O.N1CCCCC1. (2) Given the product [CH2:1]([C:3]1[CH:4]=[CH:5][C:6]2[N:7]([C:9]([S:14]([NH2:20])(=[O:17])=[O:15])=[C:10]([CH3:12])[N:11]=2)[N:8]=1)[CH3:2], predict the reactants needed to synthesize it. The reactants are: [CH2:1]([C:3]1[CH:4]=[CH:5][C:6]2[N:7]([CH:9]=[C:10]([CH3:12])[N:11]=2)[N:8]=1)[CH3:2].Cl[S:14]([OH:17])(=O)=[O:15].C([N:20](CC)CC)C.P(Cl)(Cl)(Cl)=O. (3) Given the product [Cl:1][C:2]1[C:3]([OH:26])=[C:4]([N+:23]([O-:25])=[O:24])[C:5]([F:22])=[C:6]([CH:21]=1)[CH2:7][CH:8]1[CH2:13][CH2:12][CH2:11][N:10]([C:14]([O:16][C:17]([CH3:19])([CH3:20])[CH3:18])=[O:15])[CH2:9]1, predict the reactants needed to synthesize it. The reactants are: [Cl:1][C:2]1[C:3]([O:26]C)=[C:4]([N+:23]([O-:25])=[O:24])[C:5]([F:22])=[C:6]([CH:21]=1)[CH2:7][CH:8]1[CH2:13][CH2:12][CH2:11][N:10]([C:14]([O:16][C:17]([CH3:20])([CH3:19])[CH3:18])=[O:15])[CH2:9]1.[Cl-].[Li+].O.C(=O)([O-])[O-].[Na+].[Na+]. (4) Given the product [CH3:36][C:11]([CH3:12])([CH3:13])[CH2:10][C@H:9]([NH:8][C:6](=[O:7])[O:5][C:1]([CH3:2])([CH3:3])[CH3:4])[C:14](=[O:16])[NH:33][C@@H:30]1[C@@H:28]2[C@@H:27]([CH2:26][N:25]([C:23]3[CH:22]=[CH:21][CH:20]=[C:19]([C:18]([F:17])([F:34])[F:35])[N:24]=3)[CH2:29]2)[CH2:32][CH2:31]1, predict the reactants needed to synthesize it. The reactants are: [C:1]([O:5][C:6]([NH:8][C@H:9]([C:14]([OH:16])=O)[CH2:10][CH:11]([CH3:13])[CH3:12])=[O:7])([CH3:4])([CH3:3])[CH3:2].[F:17][C:18]([F:35])([F:34])[C:19]1[N:24]=[C:23]([N:25]2[CH2:29][C@@H:28]3[C@@H:30]([NH2:33])[CH2:31][CH2:32][C@@H:27]3[CH2:26]2)[CH:22]=[CH:21][CH:20]=1.[CH2:36](N1C[C@@H]2[C@@H](N)CC[C@@H]2C1)C1C=CC=CC=1. (5) Given the product [CH3:1][O:2][C:3](=[O:12])[CH2:4][C:5]1[CH:10]=[CH:9][C:8]([N+:18]([O-:20])=[O:19])=[C:7]([Cl:11])[CH:6]=1.[CH3:1][O:2][C:3](=[O:12])[CH2:4][C:5]1[CH:6]=[C:7]([Cl:11])[CH:8]=[CH:9][C:10]=1[N+:18]([O-:21])=[O:19], predict the reactants needed to synthesize it. The reactants are: [CH3:1][O:2][C:3](=[O:12])[CH2:4][C:5]1[CH:10]=[CH:9][CH:8]=[C:7]([Cl:11])[CH:6]=1.S(=O)(=O)(O)O.[N+:18]([O-:21])([OH:20])=[O:19]. (6) Given the product [Br:1][C:2]1[CH:3]=[C:4]([CH:7]=[C:8]([OH:10])[CH:9]=1)[C:5]#[N:6], predict the reactants needed to synthesize it. The reactants are: [Br:1][C:2]1[CH:3]=[C:4]([CH:7]=[C:8]([O:10]C)[CH:9]=1)[C:5]#[N:6].[Li+].[I-]. (7) Given the product [CH2:14]([O:13][C:10]1[C:9]([C:16]([F:19])([F:18])[F:17])=[CH:8][C:7]([B:20]([OH:25])[OH:21])=[CH:12][N:11]=1)[CH3:15], predict the reactants needed to synthesize it. The reactants are: C([Li])CCC.Br[C:7]1[CH:8]=[C:9]([C:16]([F:19])([F:18])[F:17])[C:10]([O:13][CH2:14][CH3:15])=[N:11][CH:12]=1.[B:20](OC(C)C)([O:25]C(C)C)[O:21]C(C)C. (8) Given the product [Cl:24][C:21]1[CH:20]=[CH:19][C:18]([C:12]2[C:11]3[CH2:10][CH2:9][NH:8][CH2:17][CH2:16][C:15]=3[N:14]([CH2:28][C:27]3[C:26]([F:25])=[CH:33][CH:32]=[CH:31][C:30]=3[F:34])[N:13]=2)=[CH:23][CH:22]=1, predict the reactants needed to synthesize it. The reactants are: C(OC([N:8]1[CH2:17][CH2:16][C:15]2[NH:14][N:13]=[C:12]([C:18]3[CH:23]=[CH:22][C:21]([Cl:24])=[CH:20][CH:19]=3)[C:11]=2[CH2:10][CH2:9]1)=O)(C)(C)C.[F:25][C:26]1[CH:33]=[CH:32][CH:31]=[C:30]([F:34])[C:27]=1[CH2:28]Cl.C(OC(N1CCC2C(=C(C3C=CC(Cl)=CC=3)N(CC3C(F)=CC=CC=3F)N=2)CC1)=O)(C)(C)C. (9) Given the product [Br:1][C:2]1[CH:7]=[C:6]([C:8]([F:9])([F:10])[F:11])[CH:5]=[CH:4][C:3]=1[S:12]([CH2:13][C:14]1[CH:15]=[CH:16][N:17]=[CH:18][CH:19]=1)(=[O:20])=[O:26], predict the reactants needed to synthesize it. The reactants are: [Br:1][C:2]1[CH:7]=[C:6]([C:8]([F:11])([F:10])[F:9])[CH:5]=[CH:4][C:3]=1[S:12][CH2:13][C:14]1[CH:19]=[CH:18][N:17]=[CH:16][CH:15]=1.[OH:20]OS([O-])=O.[K+].[OH2:26].C([O-])([O-])=O.[K+].[K+].